From a dataset of Reaction yield outcomes from USPTO patents with 853,638 reactions. Predict the reaction yield, written as a fraction of the theoretical maximum amount of product (1.0 means a 100% yield; for example, 0.34 means a 34% yield). (1) The reactants are [C:1]([O:5][C:6]([N:8]([CH2:31][C:32]1[CH:37]=[CH:36][C:35]([O:38][CH3:39])=[CH:34][CH:33]=1)[C:9]1[CH:14]=[C:13]([CH2:15][C@H:16]2[C:19](=[O:20])[N:18]([Si](C(C)(C)C)(C)C)[C@@H:17]2[C:28]([OH:30])=O)[CH:12]=[CH:11][N:10]=1)=[O:7])([CH3:4])([CH3:3])[CH3:2].[N:40]1C=CC=CC=1.C(OC(OC(OC(C)(C)C)=O)=O)(C)(C)C.C(=O)(O)[O-].[NH4+]. The catalyst is CN(C=O)C.O. The product is [C:1]([O:5][C:6](=[O:7])[N:8]([C:9]1[CH:14]=[C:13]([CH2:15][C@H:16]2[C:19](=[O:20])[NH:18][C@@H:17]2[C:28](=[O:30])[NH2:40])[CH:12]=[CH:11][N:10]=1)[CH2:31][C:32]1[CH:37]=[CH:36][C:35]([O:38][CH3:39])=[CH:34][CH:33]=1)([CH3:4])([CH3:3])[CH3:2]. The yield is 0.680. (2) The reactants are [OH:1][C:2]1[CH:7]=[CH:6][N:5]=[C:4]([NH:8][C:9](=[O:13])[CH2:10][O:11][CH3:12])[CH:3]=1.C1CCN2C(=NCCC2)CC1.[Cl:25][C:26]1[C:33]([N+:34]([O-:36])=[O:35])=[CH:32][CH:31]=[C:30](F)[C:27]=1[C:28]#[N:29].O. The catalyst is CC#N. The product is [Cl:25][C:26]1[C:27]([C:28]#[N:29])=[C:30]([CH:31]=[CH:32][C:33]=1[N+:34]([O-:36])=[O:35])[O:1][C:2]1[CH:7]=[CH:6][N:5]=[C:4]([NH:8][C:9](=[O:13])[CH2:10][O:11][CH3:12])[CH:3]=1. The yield is 0.520.